Dataset: Catalyst prediction with 721,799 reactions and 888 catalyst types from USPTO. Task: Predict which catalyst facilitates the given reaction. (1) Reactant: [Cl:1][C:2]1[CH:7]=[CH:6][CH:5]=[CH:4][C:3]=1[C:8]1([CH3:14])[CH2:13][CH2:12][NH:11][CH2:10][CH2:9]1.Br[CH2:16][CH2:17][CH:18]=[C:19]1[C:25]2[CH:26]=[CH:27][CH:28]=[N:29][C:24]=2[CH2:23][O:22][C:21]2[CH:30]=[CH:31][C:32]([C:34]([OH:37])([CH3:36])[CH3:35])=[CH:33][C:20]1=2.[I-].[K+]. Product: [Cl:1][C:2]1[CH:7]=[CH:6][CH:5]=[CH:4][C:3]=1[C:8]1([CH3:14])[CH2:9][CH2:10][N:11]([CH2:16][CH2:17][CH:18]=[C:19]2[C:25]3[CH:26]=[CH:27][CH:28]=[N:29][C:24]=3[CH2:23][O:22][C:21]3[CH:30]=[CH:31][C:32]([C:34]([OH:37])([CH3:36])[CH3:35])=[CH:33][C:20]2=3)[CH2:12][CH2:13]1. The catalyst class is: 32. (2) Reactant: CN(C(ON1N=NC2C=CC=NC1=2)=[N+](C)C)C.F[P-](F)(F)(F)(F)F.Cl.Cl.[Cl:27][C:28]1[C:29]([F:54])=[C:30]([CH:51]=[CH:52][CH:53]=1)[NH:31][C:32]1[C:41]2[C:36](=[CH:37][C:38]([O:49][CH3:50])=[C:39]([O:42][CH:43]3[CH2:48][CH2:47][NH:46][CH2:45][CH2:44]3)[CH:40]=2)[N:35]=[CH:34][N:33]=1.[C:55](O)(=[O:58])[CH2:56][OH:57].C(N(C(C)C)CC)(C)C. Product: [Cl:27][C:28]1[C:29]([F:54])=[C:30]([CH:51]=[CH:52][CH:53]=1)[NH:31][C:32]1[C:41]2[C:36](=[CH:37][C:38]([O:49][CH3:50])=[C:39]([O:42][CH:43]3[CH2:48][CH2:47][N:46]([C:56](=[O:57])[CH2:55][OH:58])[CH2:45][CH2:44]3)[CH:40]=2)[N:35]=[CH:34][N:33]=1. The catalyst class is: 2. (3) Reactant: [Cl:1][C:2]1[C:7]2[NH:8][C:9]([CH:11]3[CH2:15][CH2:14][O:13][CH2:12]3)=[N:10][C:6]=2[CH:5]=[C:4]([OH:16])[CH:3]=1.[Cl:17][C:18]1[CH:23]=[C:22](Cl)[N:21]=[CH:20][N:19]=1.C(=O)([O-])[O-].[K+].[K+]. Product: [Cl:1][C:2]1[C:7]2[NH:8][C:9]([CH:11]3[CH2:15][CH2:14][O:13][CH2:12]3)=[N:10][C:6]=2[CH:5]=[C:4]([O:16][C:22]2[CH:23]=[C:18]([Cl:17])[N:19]=[CH:20][N:21]=2)[CH:3]=1. The catalyst class is: 3.